From a dataset of Full USPTO retrosynthesis dataset with 1.9M reactions from patents (1976-2016). Predict the reactants needed to synthesize the given product. (1) Given the product [F:1][C:2]1[CH:7]=[CH:6][C:5]([O:8][C:11]2[CH:18]=[CH:17][C:14]([C:15]#[N:16])=[CH:13][CH:12]=2)=[CH:4][C:3]=1[CH3:9], predict the reactants needed to synthesize it. The reactants are: [F:1][C:2]1[CH:7]=[CH:6][C:5]([OH:8])=[CH:4][C:3]=1[CH3:9].F[C:11]1[CH:18]=[CH:17][C:14]([C:15]#[N:16])=[CH:13][CH:12]=1. (2) Given the product [CH3:9][O:8][CH2:7][CH:2]([O:19][C:16]1[CH:17]=[CH:18][C:13]([O:12][C:11]([F:10])([F:20])[F:21])=[CH:14][CH:15]=1)[C:3]([O:5][CH3:6])=[O:4], predict the reactants needed to synthesize it. The reactants are: Br[CH:2]([CH2:7][O:8][CH3:9])[C:3]([O:5][CH3:6])=[O:4].[F:10][C:11]([F:21])([F:20])[O:12][C:13]1[CH:18]=[CH:17][C:16]([OH:19])=[CH:15][CH:14]=1.C(=O)([O-])[O-].[K+].[K+].CN(C)C=O. (3) The reactants are: [F:1][C:2]([F:34])([F:33])[C:3]([C:12]1[N:17]=[C:16]([CH2:18][CH2:19][CH3:20])[C:15]([O:21][C:22]2[C:27](I)=[CH:26][N:25]=[C:24]([C:29](OC)=[O:30])[CH:23]=2)=[CH:14][CH:13]=1)([O:8][CH2:9][O:10][CH3:11])[C:4]([F:7])([F:6])[F:5].[H-].[Al+3].[Li+].[H-].[H-].[H-].O. Given the product [F:33][C:2]([F:1])([F:34])[C:3]([C:12]1[N:17]=[C:16]([CH2:18][CH2:19][CH3:20])[C:15]([O:21][C:22]2[CH:27]=[CH:26][N:25]=[C:24]([CH2:29][OH:30])[CH:23]=2)=[CH:14][CH:13]=1)([O:8][CH2:9][O:10][CH3:11])[C:4]([F:7])([F:6])[F:5], predict the reactants needed to synthesize it. (4) Given the product [CH3:5][N:6]1[CH2:11][CH2:10][CH:9]([C:12]([C:15]2[CH:20]=[CH:19][CH:18]=[CH:17][CH:16]=2)=[O:13])[CH2:8][CH2:7]1, predict the reactants needed to synthesize it. The reactants are: [Cl-].[Al+3].[Cl-].[Cl-].[CH3:5][N:6]1[CH2:11][CH2:10][CH:9]([C:12](Cl)=[O:13])[CH2:8][CH2:7]1.[CH:15]1[CH:20]=[CH:19][CH:18]=[CH:17][CH:16]=1. (5) Given the product [CH2:3]([S:6][C:7]1[N:12]=[C:11]([S:13][CH2:14][CH2:15][CH3:16])[C:10]([C:17]([OH:19])=[O:18])=[CH:9][N:8]=1)[CH2:4][CH3:5], predict the reactants needed to synthesize it. The reactants are: [OH-].[Na+].[CH2:3]([S:6][C:7]1[N:12]=[C:11]([S:13][CH2:14][CH2:15][CH3:16])[C:10]([C:17]([O:19]CC)=[O:18])=[CH:9][N:8]=1)[CH2:4][CH3:5]. (6) Given the product [Br:48][C:9]1[S:8][C:7]([N:10]([C:32]([O:34][C:35]([CH3:38])([CH3:37])[CH3:36])=[O:33])[CH2:11][C@@H:12]([NH:24][C:25](=[O:31])[O:26][C:27]([CH3:30])([CH3:28])[CH3:29])[CH2:13][C:14]2[CH:15]=[CH:16][C:17]([C:20]([F:23])([F:21])[F:22])=[CH:18][CH:19]=2)=[N:6][C:5]=1[C:4]#[C:3][C:2]([OH:1])([CH3:40])[CH3:39], predict the reactants needed to synthesize it. The reactants are: [OH:1][C:2]([CH3:40])([CH3:39])[C:3]#[C:4][C:5]1[N:6]=[C:7]([N:10]([C:32]([O:34][C:35]([CH3:38])([CH3:37])[CH3:36])=[O:33])[CH2:11][C@@H:12]([NH:24][C:25](=[O:31])[O:26][C:27]([CH3:30])([CH3:29])[CH3:28])[CH2:13][C:14]2[CH:19]=[CH:18][C:17]([C:20]([F:23])([F:22])[F:21])=[CH:16][CH:15]=2)[S:8][CH:9]=1.C1C(=O)N([Br:48])C(=O)C1. (7) Given the product [Cl:1][C:2]1[CH:22]=[CH:21][C:20]([Cl:23])=[CH:19][C:3]=1[CH2:4][N:5]1[C:9]([C:10]([OH:30])=[O:11])=[C:8]([I:12])[N:7]=[C:6]1[C:13]1[CH:14]=[N:15][CH:16]=[CH:17][CH:18]=1, predict the reactants needed to synthesize it. The reactants are: [Cl:1][C:2]1[CH:22]=[CH:21][C:20]([Cl:23])=[CH:19][C:3]=1[CH2:4][N:5]1[C:9]([CH:10]=[O:11])=[C:8]([I:12])[N:7]=[C:6]1[C:13]1[CH:14]=[N:15][CH:16]=[CH:17][CH:18]=1.CC(=CC)C.Cl([O-])=[O:30].[Na+].P([O-])(O)(O)=O.[Na+].[Cl-].[Na+]. (8) Given the product [CH3:24][C:23]1[N:18]2[C:17](=[O:25])[N:16]([CH2:15][CH2:14][N:11]3[CH2:10][CH2:9][NH:8][CH2:13][CH2:12]3)[CH2:20][C:19]2=[CH:21][N:22]=1, predict the reactants needed to synthesize it. The reactants are: C([N:8]1[CH2:13][CH2:12][N:11]([CH2:14][CH2:15][N:16]2[CH2:20][C:19]3=[CH:21][N:22]=[C:23]([CH3:24])[N:18]3[C:17]2=[O:25])[CH2:10][CH2:9]1)C1C=CC=CC=1.Cl. (9) Given the product [NH2:5][CH:6]1[CH2:14][C:13]2[C:8](=[CH:9][CH:10]=[C:11]([NH:15][C:16]3[N:21]=[C:20]([C:22]4[C:23]([C:31]5[CH:32]=[C:33]([NH:37][C:38](=[O:45])[CH2:39][C:40]6[S:41][CH:42]=[CH:43][CH:44]=6)[CH:34]=[CH:35][CH:36]=5)=[N:24][N:25]5[CH:30]=[CH:29][CH:28]=[CH:27][C:26]=45)[CH:19]=[CH:18][N:17]=3)[CH:12]=2)[CH2:7]1, predict the reactants needed to synthesize it. The reactants are: FC(F)(F)C([NH:5][CH:6]1[CH2:14][C:13]2[C:8](=[CH:9][CH:10]=[C:11]([NH:15][C:16]3[N:21]=[C:20]([C:22]4[C:23]([C:31]5[CH:36]=[CH:35][CH:34]=[C:33]([NH:37][C:38](=[O:45])[CH2:39][C:40]6[S:41][CH:42]=[CH:43][CH:44]=6)[CH:32]=5)=[N:24][N:25]5[CH:30]=[CH:29][CH:28]=[CH:27][C:26]=45)[CH:19]=[CH:18][N:17]=3)[CH:12]=2)[CH2:7]1)=O.[Li+].[OH-].